This data is from Forward reaction prediction with 1.9M reactions from USPTO patents (1976-2016). The task is: Predict the product of the given reaction. (1) The product is: [CH2:43]([O:70][C@H:32]([C@H:41]([C@@H:50]([C@@H:59]([CH2:61][O:62][CH2:63][C:64]1[CH:69]=[CH:68][CH:67]=[CH:66][CH:65]=1)[OH:60])[O:51][CH2:52][C:53]1[CH:54]=[CH:55][CH:56]=[CH:57][CH:58]=1)[O:42][CH2:43][C:44]1[CH:49]=[CH:48][CH:47]=[CH:46][CH:45]=1)[CH2:31][OH:71])[C:44]1[CH:49]=[CH:48][CH:47]=[CH:46][CH:45]=1. Given the reactants [H-].[Al+3].[Li+].[H-].[H-].[H-].S1C2C=CC=CC=2C=C1CC1C=CC(NC(=O)OC(C)(C)C)=C([C@@H:31]2[O:60][C@H:59]([CH2:61][O:62][CH2:63][C:64]3[CH:69]=[CH:68][CH:67]=[CH:66][CH:65]=3)[C@@H:50]([O:51][CH2:52][C:53]3[CH:58]=[CH:57][CH:56]=[CH:55][CH:54]=3)[C@H:41]([O:42][CH2:43][C:44]3[CH:49]=[CH:48][CH:47]=[CH:46][CH:45]=3)[C@H:32]2OCC2C=CC=CC=2)C=1.[OH2:70].[OH-:71].[Na+], predict the reaction product. (2) Given the reactants [I:1][C:2]1[CH:3]=[C:4]2[C:8](=[CH:9][CH:10]=1)[N:7]([C:11]1C=[CH:15][CH:14]=[CH:13][N:12]=1)[N:6]=[CH:5]2.[NH:17](C1N=CC=CN=1)N, predict the reaction product. The product is: [I:1][C:2]1[CH:3]=[C:4]2[C:8](=[CH:9][CH:10]=1)[N:7]([C:11]1[N:12]=[CH:13][CH:14]=[CH:15][N:17]=1)[N:6]=[CH:5]2. (3) Given the reactants [N+:1]([C:4]1[CH:13]=[CH:12][C:7]2[O:8][CH2:9][CH2:10][NH:11][C:6]=2[CH:5]=1)([O-:3])=[O:2].[CH3:14][C:15]([O:18][C:19](O[C:19]([O:18][C:15]([CH3:17])([CH3:16])[CH3:14])=[O:20])=[O:20])([CH3:17])[CH3:16].N1C=CC=CC=1, predict the reaction product. The product is: [N+:1]([C:4]1[CH:13]=[CH:12][C:7]2[O:8][CH2:9][CH2:10][N:11]([C:19]([O:18][C:15]([CH3:17])([CH3:16])[CH3:14])=[O:20])[C:6]=2[CH:5]=1)([O-:3])=[O:2]. (4) Given the reactants C([C@H]1C2=NC=C(C(O)=O)C=C2CN1CC1C=CC(C(F)(F)F)=CC=1)(C)C.[CH:27]([C@H:30]1[C:34]2=[N:35][CH:36]=[C:37]([C:39]([NH:41][CH2:42][C:43]3[CH:52]=[CH:51][C:46]([C:47]([O:49]C)=[O:48])=[CH:45][CH:44]=3)=[O:40])[CH:38]=[C:33]2[CH2:32][N:31]1[CH2:53][C:54]1[CH:59]=[CH:58][C:57]([C:60]([F:63])([F:62])[F:61])=[CH:56][CH:55]=1)([CH3:29])[CH3:28], predict the reaction product. The product is: [CH:27]([C@H:30]1[C:34]2=[N:35][CH:36]=[C:37]([C:39]([NH:41][CH2:42][C:43]3[CH:52]=[CH:51][C:46]([C:47]([OH:49])=[O:48])=[CH:45][CH:44]=3)=[O:40])[CH:38]=[C:33]2[CH2:32][N:31]1[CH2:53][C:54]1[CH:55]=[CH:56][C:57]([C:60]([F:62])([F:63])[F:61])=[CH:58][CH:59]=1)([CH3:29])[CH3:28]. (5) Given the reactants [CH2:1]([Li])[CH2:2][CH2:3]C.[C:6](#[N:8])[CH3:7].[Br:9]C1C=CC(C(Cl)=O)=CC=1.[Cl-].[NH4+].[O:21]1[CH2:25][CH2:24][CH2:23][CH2:22]1, predict the reaction product. The product is: [Br:9][C:22]1[CH:23]=[C:24]([CH:1]=[CH:2][CH:3]=1)[C:25]([CH2:7][C:6]#[N:8])=[O:21]. (6) Given the reactants [Cl:1][C:2]1[CH:7]=[CH:6][CH:5]=[CH:4][C:3]=1[CH:8]([C:20]1[CH:30]=[CH:29][C:23]([C:24]([NH:26][CH2:27][CH3:28])=[O:25])=[C:22]([F:31])[CH:21]=1)[CH2:9][C:10]([C:12]1[CH:17]=[CH:16][C:15](=[O:18])[N:14]([CH3:19])[CH:13]=1)=O.Cl.[NH2:33][OH:34].C([O-])(O)=O.[Na+], predict the reaction product. The product is: [Cl:1][C:2]1[CH:7]=[CH:6][CH:5]=[CH:4][C:3]=1[CH:8]([C:20]1[CH:30]=[CH:29][C:23]([C:24]([NH:26][CH2:27][CH3:28])=[O:25])=[C:22]([F:31])[CH:21]=1)[CH2:9]/[C:10](=[N:33]\[OH:34])/[C:12]1[CH:17]=[CH:16][C:15](=[O:18])[N:14]([CH3:19])[CH:13]=1.